This data is from Reaction yield outcomes from USPTO patents with 853,638 reactions. The task is: Predict the reaction yield, written as a fraction of the theoretical maximum amount of product (1.0 means a 100% yield; for example, 0.34 means a 34% yield). (1) The reactants are [NH2:1][CH:2]1[CH2:10][C:9]2[C:4](=[CH:5][CH:6]=[C:7]([S:11]C(=O)N(C)C)[CH:8]=2)[CH2:3]1.[OH-].[K+].Br[C:20]([CH3:29])([CH3:28])[C:21]([O:23][C:24]([CH3:27])([CH3:26])[CH3:25])=[O:22]. The catalyst is CO. The product is [C:24]([O:23][C:21](=[O:22])[C:20]([S:11][C:7]1[CH:8]=[C:9]2[C:4](=[CH:5][CH:6]=1)[CH2:3][CH:2]([NH2:1])[CH2:10]2)([CH3:29])[CH3:28])([CH3:27])([CH3:26])[CH3:25]. The yield is 0.760. (2) The reactants are [F:1][C:2]1[CH:3]=[C:4]2[C:10]3([CH2:15][CH:14]=[CH:13][N:12]([C:16]([O:18][C:19]([CH3:22])([CH3:21])[CH3:20])=[O:17])[CH2:11]3)[C:9](=[O:23])[NH:8][C:5]2=[CH:6][CH:7]=1. The catalyst is C1COCC1.[Pd]. The product is [F:1][C:2]1[CH:3]=[C:4]2[C:10]3([CH2:15][CH2:14][CH2:13][N:12]([C:16]([O:18][C:19]([CH3:21])([CH3:20])[CH3:22])=[O:17])[CH2:11]3)[C:9](=[O:23])[NH:8][C:5]2=[CH:6][CH:7]=1. The yield is 0.970. (3) The reactants are [Br:1][C:2]1[C:3]([S:14]C(C)(C)C)=[C:4]([CH:8]=[C:9]([N+:11]([O-:13])=[O:12])[CH:10]=1)[CH:5]=[N:6]O.C1(C)C=CC(S(O)(=O)=O)=CC=1. The catalyst is C(O)CCC. The product is [Br:1][C:2]1[C:3]2[S:14][N:6]=[CH:5][C:4]=2[CH:8]=[C:9]([N+:11]([O-:13])=[O:12])[CH:10]=1. The yield is 0.650. (4) The reactants are [CH2:1]([O:4][NH:5][C@H:6]1[CH2:11][NH:10][C@H:9]([C:12]([NH2:14])=[O:13])[CH:8]=[C:7]1[CH3:15])[CH:2]=[CH2:3].[CH2:16]([O:19]N[C@H]1CN[C@@H](C(N)=O)C=C1C)C=C.C(N(CC)C(C)C)(C)C.ClC(Cl)(OC(=O)OC(Cl)(Cl)Cl)Cl. The catalyst is C(#N)C.C(OCC)(=O)C. The product is [CH2:1]([O:4][N:5]1[C:16](=[O:19])[N:10]2[CH2:11][C@H:6]1[C:7]([CH3:15])=[CH:8][C@H:9]2[C:12]([NH2:14])=[O:13])[CH:2]=[CH2:3]. The yield is 0.648. (5) The reactants are [CH3:1][O:2][C:3](=[O:13])[C:4]1[CH:9]=[CH:8][C:7]([C:10](=[O:12])[CH3:11])=[CH:6][CH:5]=1.[Br:14]Br. The catalyst is C(O)(=O)C. The product is [CH3:1][O:2][C:3](=[O:13])[C:4]1[CH:9]=[CH:8][C:7]([C:10](=[O:12])[CH2:11][Br:14])=[CH:6][CH:5]=1. The yield is 0.550. (6) The reactants are [CH3:1][C:2]1[CH:18]=[CH:17][C:5](/[CH:6]=[CH:7]/[C:8]2[S:9][CH:10]=[CH:11][C:12]=2[S:13](Cl)(=[O:15])=[O:14])=[CH:4][CH:3]=1.[NH2:19][C:20]1[O:24][N:23]=[C:22]([CH3:25])[C:21]=1[Br:26]. No catalyst specified. The product is [Br:26][C:21]1[C:22]([CH3:25])=[N:23][O:24][C:20]=1[NH:19][S:13]([C:12]1[CH:11]=[CH:10][S:9][C:8]=1/[CH:7]=[CH:6]/[C:5]1[CH:17]=[CH:18][C:2]([CH3:1])=[CH:3][CH:4]=1)(=[O:15])=[O:14]. The yield is 0.340. (7) The reactants are [CH3:1][O:2][C:3]1[CH:8]=[CH:7][C:6]([C:9]2[CH:18]=[C:17]([C:19]([C:21]3[CH:26]=[CH:25][CH:24]=[CH:23][N:22]=3)=[O:20])[C:16]3[C:11](=[CH:12][CH:13]=[CH:14][CH:15]=3)[N:10]=2)=[CH:5][CH:4]=1.[BH4-].[Na+]. The catalyst is CCO. The product is [CH3:1][O:2][C:3]1[CH:8]=[CH:7][C:6]([C:9]2[CH:18]=[C:17]([CH:19]([C:21]3[CH:26]=[CH:25][CH:24]=[CH:23][N:22]=3)[OH:20])[C:16]3[C:11](=[CH:12][CH:13]=[CH:14][CH:15]=3)[N:10]=2)=[CH:5][CH:4]=1. The yield is 0.600. (8) The product is [OH:6][C:7]1[CH:8]=[C:9]2[C:14](=[CH:15][CH:16]=1)[CH:13]=[C:12]([CH:17]=[CH2:18])[CH:11]=[CH:10]2. The yield is 0.620. The catalyst is C(O)C. The reactants are C(OC([O:6][C:7]1[CH:8]=[C:9]2[C:14](=[CH:15][CH:16]=1)[CH:13]=[C:12]([CH:17]=[CH2:18])[CH:11]=[CH:10]2)C)C.C1(C)C=CC(S([O-])(=O)=O)=CC=1.[NH+]1C=CC=CC=1.C(Cl)Cl. (9) The reactants are [O:1]1[CH2:6][CH2:5][N:4]([C:7]2[CH:16]=[CH:15][C:14]3[C:9](=[C:10]([OH:17])[CH:11]=[CH:12][CH:13]=3)[N:8]=2)[CH2:3][CH2:2]1.Br[CH2:19][C:20]([O:22][CH2:23][CH3:24])=[O:21].C([O-])([O-])=O.[K+].[K+]. The product is [O:1]1[CH2:6][CH2:5][N:4]([C:7]2[CH:16]=[CH:15][C:14]3[C:9](=[C:10]([O:17][CH2:19][C:20]([O:22][CH2:23][CH3:24])=[O:21])[CH:11]=[CH:12][CH:13]=3)[N:8]=2)[CH2:3][CH2:2]1. The yield is 0.900. The catalyst is CC#N.